Dataset: Forward reaction prediction with 1.9M reactions from USPTO patents (1976-2016). Task: Predict the product of the given reaction. (1) Given the reactants C(OC([N:8]1[CH2:13][CH2:12][N:11]([CH:14]([CH:24]2[CH2:29][CH2:28][CH2:27][CH2:26][CH2:25]2)[CH2:15][N:16]([C:21](=[O:23])[CH3:22])[CH2:17][CH:18]([CH3:20])[CH3:19])[CH2:10][CH2:9]1)=O)(C)(C)C.[ClH:30].CCOC(C)=O, predict the reaction product. The product is: [ClH:30].[ClH:30].[CH:24]1([CH:14]([N:11]2[CH2:12][CH2:13][NH:8][CH2:9][CH2:10]2)[CH2:15][N:16]([CH2:17][CH:18]([CH3:20])[CH3:19])[C:21](=[O:23])[CH3:22])[CH2:25][CH2:26][CH2:27][CH2:28][CH2:29]1. (2) Given the reactants [NH:1]1[CH2:6][CH2:5][CH:4]([NH:7][C:8](=[O:14])[O:9][C:10]([CH3:13])([CH3:12])[CH3:11])[CH2:3][CH2:2]1.CCN(CC)CC.[Br:22][C:23]1[CH:28]=[CH:27][C:26]([S:29](Cl)(=[O:31])=[O:30])=[CH:25][CH:24]=1, predict the reaction product. The product is: [Br:22][C:23]1[CH:28]=[CH:27][C:26]([S:29]([N:1]2[CH2:2][CH2:3][CH:4]([NH:7][C:8](=[O:14])[O:9][C:10]([CH3:11])([CH3:13])[CH3:12])[CH2:5][CH2:6]2)(=[O:31])=[O:30])=[CH:25][CH:24]=1. (3) Given the reactants [F:1][C:2]([F:30])([F:29])[C:3]1[CH:28]=[CH:27][C:6]([O:7][CH2:8][C:9]2[NH:13][C:12]3[CH:14]=[CH:15][C:16]([C:18]4[CH:26]=[CH:25][CH:24]=[CH:23][C:19]=4[C:20](O)=[O:21])=[CH:17][C:11]=3[N:10]=2)=[CH:5][CH:4]=1.F[P-](F)(F)(F)(F)F.N1(O[P+](N(C)C)(N(C)C)N(C)C)C2C=CC=CC=2N=N1.CCN(C(C)C)C(C)C.[CH2:67]([CH2:69][NH2:70])[OH:68], predict the reaction product. The product is: [OH:68][CH2:67][CH2:69][NH:70][C:20](=[O:21])[C:19]1[CH:23]=[CH:24][CH:25]=[CH:26][C:18]=1[C:16]1[CH:15]=[CH:14][C:12]2[NH:13][C:9]([CH2:8][O:7][C:6]3[CH:5]=[CH:4][C:3]([C:2]([F:1])([F:29])[F:30])=[CH:28][CH:27]=3)=[N:10][C:11]=2[CH:17]=1. (4) Given the reactants [CH:1]1([N:4]2[C:12]3[C:7](=[CH:8][C:9]([F:22])=[C:10](B4OC(C)(C)C(C)(C)O4)[CH:11]=3)[C:6]([CH3:24])([CH3:23])[C:5]2=[O:25])[CH2:3][CH2:2]1.Br[C:27]1[CH:28]=[N:29][C:30]([CH3:33])=[N:31][CH:32]=1, predict the reaction product. The product is: [CH:1]1([N:4]2[C:12]3[C:7](=[CH:8][C:9]([F:22])=[C:10]([C:27]4[CH:28]=[N:29][C:30]([CH3:33])=[N:31][CH:32]=4)[CH:11]=3)[C:6]([CH3:24])([CH3:23])[C:5]2=[O:25])[CH2:3][CH2:2]1. (5) Given the reactants [C:1]([O:5][C:6]([N:8]([C:36]1[CH:41]=[CH:40][C:39]([O:42][CH2:43][CH3:44])=[CH:38][CH:37]=1)[C:9]1[N:10]2[C:14]([N:15]=[C:16]3[N:22]([C@H:23]4[CH2:28][CH2:27][CH2:26][N:25]([C:29]([O:31][C:32]([CH3:35])([CH3:34])[CH3:33])=[O:30])[CH2:24]4)[CH2:21][CH:20]=[CH:19][CH2:18][C:17]=13)=[CH:13][CH:12]=[N:11]2)=[O:7])([CH3:4])([CH3:3])[CH3:2], predict the reaction product. The product is: [C:1]([O:5][C:6]([N:8]([C:36]1[CH:37]=[CH:38][C:39]([O:42][CH2:43][CH3:44])=[CH:40][CH:41]=1)[C:9]1[N:10]2[C:14]([N:15]=[C:16]3[N:22]([C@H:23]4[CH2:28][CH2:27][CH2:26][N:25]([C:29]([O:31][C:32]([CH3:35])([CH3:34])[CH3:33])=[O:30])[CH2:24]4)[CH2:21][CH2:20][CH2:19][CH2:18][C:17]=13)=[CH:13][CH:12]=[N:11]2)=[O:7])([CH3:2])([CH3:3])[CH3:4]. (6) Given the reactants [Cl:1][C:2]1[CH:7]=[CH:6][C:5]([S:8]([N:11]([CH2:20][C:21]2[CH:26]=[CH:25][C:24]([N+:27]([O-])=O)=[CH:23][CH:22]=2)[C@@H:12]2[CH2:18][CH2:17][CH2:16][CH2:15][NH:14][C:13]2=[O:19])(=[O:10])=[O:9])=[CH:4][CH:3]=1.Cl[Sn]Cl, predict the reaction product. The product is: [NH2:27][C:24]1[CH:25]=[CH:26][C:21]([CH2:20][N:11]([C@@H:12]2[CH2:18][CH2:17][CH2:16][CH2:15][NH:14][C:13]2=[O:19])[S:8]([C:5]2[CH:4]=[CH:3][C:2]([Cl:1])=[CH:7][CH:6]=2)(=[O:10])=[O:9])=[CH:22][CH:23]=1.